This data is from Full USPTO retrosynthesis dataset with 1.9M reactions from patents (1976-2016). The task is: Predict the reactants needed to synthesize the given product. (1) Given the product [C:1]([O:5][C:6](=[O:30])[C:7]1[CH:12]=[CH:11][C:10]([C:13](=[O:28])[CH2:14][C@@:15]([C:20]2[CH:25]=[C:24]([Cl:26])[CH:23]=[C:22]([Cl:27])[CH:21]=2)([CH2:36][N+:33]([O-:35])=[O:34])[C:16]([F:17])([F:19])[F:18])=[CH:9][C:8]=1[CH3:29])([CH3:4])([CH3:3])[CH3:2], predict the reactants needed to synthesize it. The reactants are: [C:1]([O:5][C:6](=[O:30])[C:7]1[CH:12]=[CH:11][C:10]([C:13](=[O:28])/[CH:14]=[C:15](\[C:20]2[CH:25]=[C:24]([Cl:26])[CH:23]=[C:22]([Cl:27])[CH:21]=2)/[C:16]([F:19])([F:18])[F:17])=[CH:9][C:8]=1[CH3:29])([CH3:4])([CH3:3])[CH3:2].[Cl-].[NH4+].[N+:33]([CH3:36])([O-:35])=[O:34]. (2) Given the product [Br:5][C:6]1[CH:7]=[CH:8][CH:9]=[C:10]2[C:15]=1[N:14]=[CH:13][CH:12]=[C:11]2[Cl:3], predict the reactants needed to synthesize it. The reactants are: S(Cl)([Cl:3])=O.[Br:5][C:6]1[CH:7]=[CH:8][CH:9]=[C:10]2[C:15]=1[NH:14][CH:13]=[CH:12][C:11]2=O.